Predict the reaction yield, written as a fraction of the theoretical maximum amount of product (1.0 means a 100% yield; for example, 0.34 means a 34% yield). From a dataset of Reaction yield outcomes from USPTO patents with 853,638 reactions. (1) The reactants are [Cl:1][C:2]1[CH:8]=[C:7]([O:9][C:10]2[C:11]3[N:18]([CH2:19][CH3:20])[CH:17]=[CH:16][C:12]=3[N:13]=[CH:14][N:15]=2)[CH:6]=[CH:5][C:3]=1[NH2:4].C(N(CC)CC)C.[F:28][C:29]([F:40])([F:39])[C:30]1[CH:31]=[C:32]([N:36]=[C:37]=[O:38])[CH:33]=[CH:34][CH:35]=1. The catalyst is O1CCCC1. The product is [Cl:1][C:2]1[CH:8]=[C:7]([O:9][C:10]2[C:11]3[N:18]([CH2:19][CH3:20])[CH:17]=[CH:16][C:12]=3[N:13]=[CH:14][N:15]=2)[CH:6]=[CH:5][C:3]=1[NH:4][C:37]([NH:36][C:32]1[CH:33]=[CH:34][CH:35]=[C:30]([C:29]([F:28])([F:39])[F:40])[CH:31]=1)=[O:38]. The yield is 0.740. (2) The reactants are [Cl:1][C:2]1[C:3]([CH2:8][NH:9][C:10]([C@H:12]2[CH2:21][N:20]3[C@@H:15]([CH2:16][CH2:17][CH2:18][C:19]3=[O:22])[CH2:14][CH2:13]2)=O)=[N:4][CH:5]=[CH:6][N:7]=1.CN(C)C=O.O=P(Cl)(Cl)Cl.C(=O)(O)[O-].[Na+]. The catalyst is C(Cl)Cl.N1C=CC=CC=1. The product is [Cl:1][C:2]1[C:3]2[N:4]([C:10]([C@H:12]3[CH2:13][CH2:14][C@@H:15]4[N:20]([C:19](=[O:22])[CH2:18][CH2:17][CH2:16]4)[CH2:21]3)=[N:9][CH:8]=2)[CH:5]=[CH:6][N:7]=1. The yield is 0.311. (3) The reactants are [F:1][C:2]([F:24])([F:23])[O:3][C:4]1[CH:9]=[CH:8][C:7]([N:10]2[CH:14]=[N:13][C:12]([C:15]3[CH:22]=[CH:21][C:18](C=O)=[CH:17][CH:16]=3)=[N:11]2)=[CH:6][CH:5]=1.C1(P(C2C=CC=CC=2)(C2C=CC=CC=2)=[C:32]([CH3:38])[C:33]([O:35][CH2:36][CH3:37])=[O:34])C=CC=CC=1.[C:51]1(C)C=CC=CC=1. No catalyst specified. The product is [CH3:51]/[C:32](=[CH:38]\[C:18]1[CH:21]=[CH:22][C:15]([C:12]2[N:13]=[CH:14][N:10]([C:7]3[CH:6]=[CH:5][C:4]([O:3][C:2]([F:1])([F:24])[F:23])=[CH:9][CH:8]=3)[N:11]=2)=[CH:16][CH:17]=1)/[C:33]([O:35][CH2:36][CH3:37])=[O:34]. The yield is 0.620. (4) The reactants are [NH2:1][CH2:2][CH2:3][NH:4][CH2:5][CH2:6][NH2:7].I[CH2:9][CH2:10][O:11][CH2:12][CH2:13][O:14][CH:15](O)[CH3:16].C[OH:19]. No catalyst specified. The product is [CH2:9]([OH:19])[CH2:10][O:11][CH2:12][CH2:13][O:14][CH2:15][CH2:16][NH:1][CH2:2][CH2:3][NH:4][CH2:5][CH2:6][NH2:7]. The yield is 0.330. (5) The reactants are CO[C:3](=[O:25])[C:4]1[CH:9]=[CH:8][C:7]([NH:10][CH2:11][C:12]2[C:13]([C:18]3[CH:23]=[CH:22][C:21]([F:24])=[CH:20][CH:19]=3)=[N:14][O:15][C:16]=2[CH3:17])=[N:6][CH:5]=1.[NH2:26][CH:27]1[CH2:32][CH2:31][O:30][CH2:29][CH2:28]1. No catalyst specified. The product is [F:24][C:21]1[CH:22]=[CH:23][C:18]([C:13]2[C:12]([CH2:11][NH:10][C:7]3[CH:8]=[CH:9][C:4]([C:3]([NH:26][CH:27]4[CH2:32][CH2:31][O:30][CH2:29][CH2:28]4)=[O:25])=[CH:5][N:6]=3)=[C:16]([CH3:17])[O:15][N:14]=2)=[CH:19][CH:20]=1. The yield is 0.820. (6) The reactants are [C:1]([O:5][C:6]([N:8]1[CH2:14][CH2:13][C:12]2[C:15]([S:20][C:21](=O)N(C)C)=[C:16]([Cl:19])[CH:17]=[CH:18][C:11]=2[CH2:10][CH2:9]1)=[O:7])([CH3:4])([CH3:3])[CH3:2].C(OC(N1CCC2[C:40]([S:46][C:47](=O)N(C)C)=[C:41](Cl)[CH:42]=C(Cl)C=2CC1)=O)(C)(C)C.[OH-].[K+].ClCC1SC=CC=1. The catalyst is CO.CCOC(C)=O.O. The product is [C:1]([O:5][C:6]([N:8]1[CH2:14][CH2:13][C:12]2[C:15]([S:20][CH2:21][C:47]3[S:46][CH:40]=[CH:41][CH:42]=3)=[C:16]([Cl:19])[CH:17]=[CH:18][C:11]=2[CH2:10][CH2:9]1)=[O:7])([CH3:4])([CH3:3])[CH3:2]. The yield is 0.310.